Dataset: Full USPTO retrosynthesis dataset with 1.9M reactions from patents (1976-2016). Task: Predict the reactants needed to synthesize the given product. Given the product [O:18]=[S:2]1(=[O:1])[CH2:6][CH2:5][CH2:4][N:3]1[C:7]1[N:8]=[CH:9][C:10]([C:11]([N:31]2[CH2:32][CH2:33][N:28]([C:21]3[CH:22]=[C:23]([CH3:27])[C:24]([CH3:26])=[CH:25][C:20]=3[CH3:19])[CH2:29][CH2:30]2)=[O:13])=[CH:16][CH:17]=1, predict the reactants needed to synthesize it. The reactants are: [O:1]=[S:2]1(=[O:18])[CH2:6][CH2:5][CH2:4][N:3]1[C:7]1[CH:17]=[CH:16][C:10]([C:11]([O:13]CC)=O)=[CH:9][N:8]=1.[CH3:19][C:20]1[CH:25]=[C:24]([CH3:26])[C:23]([CH3:27])=[CH:22][C:21]=1[N:28]1[CH2:33][CH2:32][NH:31][CH2:30][CH2:29]1.